From a dataset of Full USPTO retrosynthesis dataset with 1.9M reactions from patents (1976-2016). Predict the reactants needed to synthesize the given product. Given the product [Cl:35][C:27]1[CH:28]=[CH:29][C:30]([O:31][C:32]([N:9]([CH2:10][C@H:11]2[CH2:12][CH2:13][C@H:14]([C:17]#[C:18][CH2:19][O:20][S:21]([CH3:24])(=[O:23])=[O:22])[CH2:15][CH2:16]2)[CH3:8])=[O:33])=[CH:25][CH:26]=1, predict the reactants needed to synthesize it. The reactants are: FC(F)(F)C(O)=O.[CH3:8][NH:9][CH2:10][C@H:11]1[CH2:16][CH2:15][C@H:14]([C:17]#[C:18][CH2:19][O:20][S:21]([CH3:24])(=[O:23])=[O:22])[CH2:13][CH2:12]1.[CH:25]1[C:30]([O:31][C:32](Cl)=[O:33])=[CH:29][CH:28]=[C:27]([Cl:35])[CH:26]=1.CCN(C(C)C)C(C)C.